Task: Predict the reactants needed to synthesize the given product.. Dataset: Full USPTO retrosynthesis dataset with 1.9M reactions from patents (1976-2016) Given the product [CH3:29][S:26]([C:23]1[CH:24]=[CH:25][C:20]([S:19][C:8]2[N:9]3[C:14]([CH:13]=[C:12]([C:15]([F:17])([F:18])[F:16])[CH:11]=[CH:10]3)=[C:6]([CH2:5][C:4]([OH:31])=[O:3])[C:7]=2[CH3:30])=[CH:21][CH:22]=1)(=[O:27])=[O:28], predict the reactants needed to synthesize it. The reactants are: C([O:3][C:4](=[O:31])[CH2:5][C:6]1[C:7]([CH3:30])=[C:8]([S:19][C:20]2[CH:25]=[CH:24][C:23]([S:26]([CH3:29])(=[O:28])=[O:27])=[CH:22][CH:21]=2)[N:9]2[C:14]=1[CH:13]=[C:12]([C:15]([F:18])([F:17])[F:16])[CH:11]=[CH:10]2)C.C(O)C.O.[OH-].[Li+].